From a dataset of Reaction yield outcomes from USPTO patents with 853,638 reactions. Predict the reaction yield, written as a fraction of the theoretical maximum amount of product (1.0 means a 100% yield; for example, 0.34 means a 34% yield). (1) The reactants are [CH3:1][C@H:2]1[NH:7][C@@H:6]([CH3:8])[CH2:5][N:4]([S:9]([CH2:12][C:13]2[CH:18]=[CH:17][C:16]([NH2:19])=[CH:15][CH:14]=2)(=[O:11])=[O:10])[CH2:3]1.C1C(=O)N([Br:27])C(=O)C1. The catalyst is C(Cl)Cl. The product is [Br:27][C:17]1[CH:18]=[C:13]([CH2:12][S:9]([N:4]2[CH2:5][C@H:6]([CH3:8])[NH:7][C@H:2]([CH3:1])[CH2:3]2)(=[O:11])=[O:10])[CH:14]=[CH:15][C:16]=1[NH2:19]. The yield is 0.980. (2) The reactants are [CH3:1][O:2][C:3]1[CH:8]=[CH:7][C:6](B(O)O)=[CH:5][CH:4]=1.Cl[C:13]1[CH:18]=[CH:17][C:16]([N+:19]([O-:21])=[O:20])=[CH:15][CH:14]=1.[F-].[Cs+]. The catalyst is C(#N)C.O.C1C=CC([P]([Pd]([P](C2C=CC=CC=2)(C2C=CC=CC=2)C2C=CC=CC=2)([P](C2C=CC=CC=2)(C2C=CC=CC=2)C2C=CC=CC=2)[P](C2C=CC=CC=2)(C2C=CC=CC=2)C2C=CC=CC=2)(C2C=CC=CC=2)C2C=CC=CC=2)=CC=1. The product is [CH3:1][O:2][C:3]1[CH:8]=[CH:7][C:6]([C:13]2[CH:18]=[CH:17][C:16]([N+:19]([O-:21])=[O:20])=[CH:15][CH:14]=2)=[CH:5][CH:4]=1. The yield is 0.810. (3) The yield is 0.900. The catalyst is CN(C)C1C=CN=CC=1.C(Cl)Cl. The reactants are [C:12]([O:11][C:9](O[C:9]([O:11][C:12]([CH3:15])([CH3:14])[CH3:13])=[O:10])=[O:10])([CH3:15])([CH3:14])[CH3:13].[NH:16]1[C:24]2[C:19](=[CH:20][C:21]([CH:25]=[O:26])=[CH:22][CH:23]=2)[CH:18]=[N:17]1.C(N(CC)CC)C. The product is [C:12]([O:11][C:9]([N:16]1[C:24]2[C:19](=[CH:20][C:21]([CH:25]=[O:26])=[CH:22][CH:23]=2)[CH:18]=[N:17]1)=[O:10])([CH3:13])([CH3:14])[CH3:15]. (4) The reactants are [Cl:1][C:2]1[C:3]([CH2:24][NH2:25])=[N:4][CH:5]=[C:6](/[CH:8]=[CH:9]/[CH:10]([C:15]2[CH:20]=[C:19]([Cl:21])[C:18]([Cl:22])=[C:17]([Cl:23])[CH:16]=2)[C:11]([F:14])([F:13])[F:12])[CH:7]=1.[F:26][C:27]([F:33])([F:32])[CH2:28][C:29](O)=[O:30].CCN=C=NCCCN(C)C.Cl.C1C=CC2N(O)N=NC=2C=1.O.CCN(C(C)C)C(C)C. The catalyst is C(Cl)Cl. The product is [Cl:1][C:2]1[C:3]([CH2:24][NH:25][C:29](=[O:30])[CH2:28][C:27]([F:33])([F:32])[F:26])=[N:4][CH:5]=[C:6](/[CH:8]=[CH:9]/[CH:10]([C:15]2[CH:20]=[C:19]([Cl:21])[C:18]([Cl:22])=[C:17]([Cl:23])[CH:16]=2)[C:11]([F:14])([F:12])[F:13])[CH:7]=1. The yield is 0.350. (5) The reactants are COC(=O)[O:4][C:5]1[CH:10]=[C:9]([N+:11]([O-:13])=[O:12])[C:8]([C:14]([CH3:17])([CH3:16])[CH3:15])=[CH:7][C:6]=1[C:18]([CH3:21])([CH3:20])[CH3:19].[OH-].[K+].Cl. The catalyst is CO. The product is [C:18]([C:6]1[CH:7]=[C:8]([C:14]([CH3:16])([CH3:15])[CH3:17])[C:9]([N+:11]([O-:13])=[O:12])=[CH:10][C:5]=1[OH:4])([CH3:19])([CH3:20])[CH3:21]. The yield is 0.290. (6) The reactants are [Cl:1][C:2]1[N:6]([C:7]2[CH:12]=[CH:11][C:10]([C:13]3[CH:18]=[CH:17][CH:16]=[C:15]([O:19][CH3:20])[C:14]=3[OH:21])=[CH:9][CH:8]=2)[C:5]([C:22](OCC)=[O:23])=[C:4]([NH:27][C:28]([NH:30][C:31]2[CH:36]=[CH:35][CH:34]=[C:33]([C:37]([O:39]CC)=[O:38])[CH:32]=2)=[O:29])[CH:3]=1.[Na]. The catalyst is C(O)C. The product is [Cl:1][C:2]1[N:6]([C:7]2[CH:12]=[CH:11][C:10]([C:13]3[CH:18]=[CH:17][CH:16]=[C:15]([O:19][CH3:20])[C:14]=3[OH:21])=[CH:9][CH:8]=2)[C:5]2[C:22](=[O:23])[N:30]([C:31]3[CH:32]=[C:33]([CH:34]=[CH:35][CH:36]=3)[C:37]([OH:39])=[O:38])[C:28](=[O:29])[NH:27][C:4]=2[CH:3]=1. The yield is 0.275. (7) The reactants are [Li]CCCC.CCCCCC.[Cl:12][C:13]1[CH:18]=[CH:17][CH:16]=[CH:15][C:14]=1[F:19].CON(C)[C:23]([C@@H:25]1[CH2:30][CH2:29][CH2:28][N:27]([C:31]([O:33][C:34]([CH3:37])([CH3:36])[CH3:35])=[O:32])[CH2:26]1)=[O:24]. The catalyst is C1COCC1. The product is [Cl:12][C:13]1[C:14]([F:19])=[C:15]([CH:16]=[CH:17][CH:18]=1)[C:23]([C@@H:25]1[CH2:30][CH2:29][CH2:28][N:27]([C:31]([O:33][C:34]([CH3:37])([CH3:36])[CH3:35])=[O:32])[CH2:26]1)=[O:24]. The yield is 0.700. (8) The reactants are [Cl:1][C:2](=[CH2:5])[C:3]#[N:4].C1CC=CC=1.[C:11]1([CH3:17])[CH:16]=CC=[CH:13][CH:12]=1. No catalyst specified. The product is [Cl:1][C:2]1([C:3]#[N:4])[CH2:16][CH:11]2[CH2:17][CH:5]1[CH:13]=[CH:12]2. The yield is 0.565. (9) The reactants are [CH3:1][O:2][C:3]1[CH:4]=[C:5]([NH:11][C:12](=O)[CH2:13][C:14]2[CH:19]=[CH:18][C:17]([C:20]([F:23])([F:22])[F:21])=[CH:16][CH:15]=2)[CH:6]=[CH:7][C:8]=1[O:9][CH3:10].B.O1CCCC1. The catalyst is C1COCC1. The product is [CH3:1][O:2][C:3]1[CH:4]=[C:5]([NH:11][CH2:12][CH2:13][C:14]2[CH:19]=[CH:18][C:17]([C:20]([F:21])([F:23])[F:22])=[CH:16][CH:15]=2)[CH:6]=[CH:7][C:8]=1[O:9][CH3:10]. The yield is 0.850. (10) The product is [ClH:1].[C:23]([CH2:22][O:21][C:7]1[C:8]2[C:9](=[N:10][C:11]([CH2:14][NH:15][CH2:16][CH:17]([CH3:19])[CH3:18])=[CH:12][CH:13]=2)[S:20][C:6]=1[C:4]([OH:5])=[O:3])([OH:25])=[O:24]. The reactants are [ClH:1].C[O:3][C:4]([C:6]1[S:20][C:9]2=[N:10][C:11]([CH2:14][NH:15][CH2:16][CH:17]([CH3:19])[CH3:18])=[CH:12][CH:13]=[C:8]2[C:7]=1[O:21][CH2:22][C:23]([O:25]C(C)(C)C)=[O:24])=[O:5].[Li+].[OH-].Cl. The catalyst is C1COCC1.O. The yield is 0.470.